Dataset: Full USPTO retrosynthesis dataset with 1.9M reactions from patents (1976-2016). Task: Predict the reactants needed to synthesize the given product. (1) The reactants are: [C:1]([O:5][C:6]([N:8]1[CH2:12][CH2:11][CH2:10][C@H:9]1[C:13]1[NH:14][C:15]([C:18]2[CH:19]=[N:20][C:21]([C:24]3[CH:29]=[CH:28][C:27]([C:30]4[NH:31][C:32]([C@@H:35]5[CH2:39][CH2:38][CH2:37][N:36]5C(OCC5C=CC=CC=5)=O)=[N:33][CH:34]=4)=[CH:26][CH:25]=3)=[N:22][CH:23]=2)=[CH:16][N:17]=1)=[O:7])([CH3:4])([CH3:3])[CH3:2].C([O-])([O-])=O.[K+].[K+].O. Given the product [C:1]([O:5][C:6]([N:8]1[CH2:12][CH2:11][CH2:10][C@H:9]1[C:13]1[NH:14][C:15]([C:18]2[CH:23]=[N:22][C:21]([C:24]3[CH:29]=[CH:28][C:27]([C:30]4[NH:31][C:32]([C@@H:35]5[CH2:39][CH2:38][CH2:37][NH:36]5)=[N:33][CH:34]=4)=[CH:26][CH:25]=3)=[N:20][CH:19]=2)=[CH:16][N:17]=1)=[O:7])([CH3:4])([CH3:2])[CH3:3], predict the reactants needed to synthesize it. (2) Given the product [Br:24][C:18]1[CH:17]=[C:16]2[C:21](=[CH:20][C:19]=1[O:22][CH3:23])[CH:12]([CH2:11][N:9]1[CH2:8][CH2:7][NH:6][CH2:5][CH2:10]1)[O:13][CH2:14][CH2:15]2, predict the reactants needed to synthesize it. The reactants are: CC([CH:5]1[CH2:10][N:9]([CH2:11][CH:12]2[C:21]3[C:16](=[CH:17][C:18]([Br:24])=[C:19]([O:22][CH3:23])[CH:20]=3)[CH2:15][CH2:14][O:13]2)[CH2:8][CH2:7][N:6]1C([O-])=O)(C)C.C(O)(C(F)(F)F)=O.